From a dataset of Forward reaction prediction with 1.9M reactions from USPTO patents (1976-2016). Predict the product of the given reaction. (1) Given the reactants [CH:1]1([N:4]2[C:8]3[C:9]([O:27][C@@H:28]([C@@H:30]4[CH2:34][C:33](=[O:35])[NH:32][CH2:31]4)[CH3:29])=[N:10][C:11]([C:13]4[CH:21]=[C:20]5[C:16]([C:17]6(OCC[O:23]6)[C:18](=[O:22])[NH:19]5)=[CH:15][CH:14]=4)=[CH:12][C:7]=3[N:6]=[CH:5]2)[CH2:3][CH2:2]1.Cl, predict the reaction product. The product is: [CH:1]1([N:4]2[C:8]3[C:9]([O:27][C@@H:28]([C@@H:30]4[CH2:34][C:33](=[O:35])[NH:32][CH2:31]4)[CH3:29])=[N:10][C:11]([C:13]4[CH:21]=[C:20]5[C:16]([C:17](=[O:23])[C:18](=[O:22])[NH:19]5)=[CH:15][CH:14]=4)=[CH:12][C:7]=3[N:6]=[CH:5]2)[CH2:2][CH2:3]1. (2) Given the reactants [CH3:1][O:2][C:3]1[C:10]([O:11][CH3:12])=[CH:9][CH:8]=[CH:7][C:4]=1[CH:5]=O.[CH2:13]([O:15][CH:16]([O:19][CH2:20][CH3:21])[CH2:17][NH2:18])[CH3:14].C(O)(=O)C.C([BH3-])#N.[Na+], predict the reaction product. The product is: [CH2:13]([O:15][CH:16]([O:19][CH2:20][CH3:21])[CH2:17][NH:18][CH2:5][C:4]1[CH:7]=[CH:8][CH:9]=[C:10]([O:11][CH3:12])[C:3]=1[O:2][CH3:1])[CH3:14]. (3) Given the reactants [BH4-].[Na+].[CH2:3]([N:6]=[C:7]([CH2:11]C)[CH:8]=[CH:9][CH3:10])[CH:4]=[CH2:5].[CH3:13]O, predict the reaction product. The product is: [CH2:3]([NH:6][CH:7]([CH3:11])[CH2:8][CH2:9][CH:10]=[CH2:13])[CH:4]=[CH2:5]. (4) Given the reactants Br[C:2]1[N:7]2[CH:8]=[CH:9][N:10]=[C:6]2[C:5]([NH:11][C:12]2[CH:13]=[CH:14][C:15]([N:21]3[CH2:26][CH2:25][O:24][CH2:23][CH2:22]3)=[C:16]([CH:20]=2)[C:17]([NH2:19])=[O:18])=[N:4][CH:3]=1.[F:27][C:28]1[CH:36]=[C:35](B2OC(C)(C)C(C)(C)O2)[CH:34]=[C:33]([F:46])[C:29]=1[C:30]([NH2:32])=[O:31], predict the reaction product. The product is: [NH3:4].[C:17]([C:16]1[CH:20]=[C:12]([NH:11][C:5]2[C:6]3[N:7]([CH:8]=[CH:9][N:10]=3)[C:2]([C:35]3[CH:34]=[C:33]([F:46])[C:29]([C:30]([NH2:32])=[O:31])=[C:28]([F:27])[CH:36]=3)=[CH:3][N:4]=2)[CH:13]=[CH:14][C:15]=1[N:21]1[CH2:26][CH2:25][O:24][CH2:23][CH2:22]1)(=[O:18])[NH2:19].